Predict which catalyst facilitates the given reaction. From a dataset of Catalyst prediction with 721,799 reactions and 888 catalyst types from USPTO. (1) Reactant: [H-].[H-].[H-].[H-].[Li+].[Al+3].[CH3:7][O:8][C:9]1[CH:23]=[CH:22][C:12]([CH2:13][N:14]2[CH:19]([CH3:20])[CH2:18][O:17][CH2:16][C:15]2=O)=[CH:11][CH:10]=1. Product: [CH3:7][O:8][C:9]1[CH:10]=[CH:11][C:12]([CH2:13][N:14]2[CH2:15][CH2:16][O:17][CH2:18][CH:19]2[CH3:20])=[CH:22][CH:23]=1. The catalyst class is: 30. (2) Reactant: [Br:1][C:2]1[CH:9]=[CH:8][C:7]([F:10])=[CH:6][C:3]=1[CH:4]=[O:5].[CH2:11](O)[CH2:12][OH:13]. Product: [Br:1][C:2]1[CH:9]=[CH:8][C:7]([F:10])=[CH:6][C:3]=1[CH:4]1[O:13][CH2:12][CH2:11][O:5]1. The catalyst class is: 743. (3) The catalyst class is: 9. Reactant: Cl.CNC1N=C2SC(CCC(O)=O)=NC2=CC=1.C1N=CN(C(N2C=NC=C2)=O)C=1.[Cl:30][C:31]1[CH:32]=[C:33]([CH:38]([N:40]([CH3:45])[CH2:41][CH2:42][CH2:43][NH2:44])[CH3:39])[CH:34]=[CH:35][C:36]=1[Cl:37].C(N(CC)CC)C. Product: [Cl:30][C:31]1[CH:32]=[C:33]([CH:38]([N:40]([CH3:45])[CH2:41][CH2:42][C:43]#[N:44])[CH3:39])[CH:34]=[CH:35][C:36]=1[Cl:37]. (4) Reactant: [CH2:1]([NH:3][C:4]1[C:12]2[S:11][C:10]([NH2:13])=[N:9][C:8]=2[C:7]([O:14][CH3:15])=[CH:6][CH:5]=1)[CH3:2].C(=O)([O-])[O-].[K+].[K+].[CH2:22](Br)[C:23]1[CH:28]=[CH:27][CH:26]=[CH:25][CH:24]=1.[F:30][C:31]1[CH:39]=[CH:38][C:34]([C:35](O)=[O:36])=[CH:33][CH:32]=1.CN(C(ON1N=NC2C=CC=NC1=2)=[N+](C)C)C.F[P-](F)(F)(F)(F)F.C(N(C(C)C)C(C)C)C. Product: [CH2:22]([N:3]([CH2:1][CH3:2])[C:4]1[C:12]2[S:11][C:10]([NH:13][C:35](=[O:36])[C:34]3[CH:38]=[CH:39][C:31]([F:30])=[CH:32][CH:33]=3)=[N:9][C:8]=2[C:7]([O:14][CH3:15])=[CH:6][CH:5]=1)[C:23]1[CH:28]=[CH:27][CH:26]=[CH:25][CH:24]=1. The catalyst class is: 198. (5) Reactant: [C:1]1([CH:7]([CH2:10][OH:11])[CH2:8][OH:9])[CH:6]=[CH:5][CH:4]=[CH:3][CH:2]=1.ClS([N:16]=[C:17]=[O:18])(=O)=O.[OH2:19].[C:20](#[N:22])C. Product: [CH:4]1[CH:3]=[CH:2][C:1]([CH:7]([CH2:8][O:9][C:20]([NH2:22])=[O:19])[CH2:10][O:11][C:17]([NH2:16])=[O:18])=[CH:6][CH:5]=1. The catalyst class is: 11. (6) Reactant: [F:1][C:2]1[C:7]([CH:8]=O)=[CH:6][CH:5]=[CH:4][N:3]=1.CN.C(O)(=O)C.[BH3-][C:17]#[N:18].[Na+]. Product: [F:1][C:2]1[C:7]([CH2:8][NH:18][CH3:17])=[CH:6][CH:5]=[CH:4][N:3]=1. The catalyst class is: 5. (7) Reactant: [Cl:1][C:2]1[CH:3]=[C:4]([CH:10]=[N:11][OH:12])[C:5](=[O:9])[N:6]([CH3:8])[N:7]=1.[CH2:13]=[CH:14][C:15]1[CH:20]=[CH:19][CH:18]=[CH:17][CH:16]=1.Cl[O-].[Na+]. Product: [Cl:1][C:2]1[CH:3]=[C:4]([C:10]2[CH2:13][CH:14]([C:15]3[CH:20]=[CH:19][CH:18]=[CH:17][CH:16]=3)[O:12][N:11]=2)[C:5](=[O:9])[N:6]([CH3:8])[N:7]=1. The catalyst class is: 2.